From a dataset of Full USPTO retrosynthesis dataset with 1.9M reactions from patents (1976-2016). Predict the reactants needed to synthesize the given product. (1) The reactants are: Cl.[NH2:2][C:3]([CH3:10])([CH3:9])[CH2:4][C:5]([O:7][CH3:8])=[O:6].C(N(CC)C(C)C)(C)C.[CH3:20][O:21][C:22](=[O:25])[CH2:23]Br. Given the product [CH3:20][O:21][C:22](=[O:25])[CH2:23][NH:2][C:3]([CH3:10])([CH3:9])[CH2:4][C:5]([O:7][CH3:8])=[O:6], predict the reactants needed to synthesize it. (2) Given the product [ClH:34].[CH3:33][N:2]([CH3:1])[C:3]1([C:27]2[CH:28]=[CH:29][CH:30]=[CH:31][CH:32]=2)[CH2:8][CH2:7][C:6](=[CH:9][C:10]([N:12]2[CH2:17][CH2:16][CH:15]([C:18]3[C:26]4[C:21](=[CH:22][CH:23]=[CH:24][CH:25]=4)[NH:20][CH:19]=3)[CH2:14][CH2:13]2)=[O:11])[CH2:5][CH2:4]1, predict the reactants needed to synthesize it. The reactants are: [CH3:1][N:2]([CH3:33])[C:3]1([C:27]2[CH:32]=[CH:31][CH:30]=[CH:29][CH:28]=2)[CH2:8][CH2:7][C:6](=[CH:9][C:10]([N:12]2[CH2:17][CH2:16][CH:15]([C:18]3[C:26]4[C:21](=[CH:22][CH:23]=[CH:24][CH:25]=4)[NH:20][CH:19]=3)[CH2:14][CH2:13]2)=[O:11])[CH2:5][CH2:4]1.[Cl:34][Si](C)(C)C. (3) Given the product [CH3:1][O:2][C:3]1[CH:4]=[C:5]2[C:10](=[CH:11][C:12]=1[O:13][CH3:14])[N:9]=[CH:8][CH:7]=[C:6]2[O:15][C:16]1[CH:17]=[CH:18][C:19]([NH:22][CH2:23][CH2:24][O:25][C:26]2[CH:31]=[CH:30][CH:29]=[CH:28][C:27]=2[CH3:32])=[CH:20][CH:21]=1, predict the reactants needed to synthesize it. The reactants are: [CH3:1][O:2][C:3]1[CH:4]=[C:5]2[C:10](=[CH:11][C:12]=1[O:13][CH3:14])[N:9]=[CH:8][CH:7]=[C:6]2[O:15][C:16]1[CH:21]=[CH:20][C:19]([NH:22][C:23](=O)[CH2:24][O:25][C:26]2[CH:31]=[CH:30][CH:29]=[CH:28][C:27]=2[CH3:32])=[CH:18][CH:17]=1.Cl.[OH-].[Na+]. (4) The reactants are: [H-].[Na+].C[O:4][C:5](=[O:43])[C:6]1[CH:11]=[CH:10][C:9]([CH2:12][N:13]([CH2:25][C:26]2[C:31]([CH2:32][CH2:33][CH2:34][CH3:35])=[C:30]([C:36]3[CH:41]=[CH:40][CH:39]=[CH:38][CH:37]=3)[N:29]=[C:28](Cl)[N:27]=2)[CH2:14][C:15]2[CH:24]=[CH:23][C:18]3[O:19][CH2:20][CH2:21][O:22][C:17]=3[CH:16]=2)=[CH:8][CH:7]=1.[CH2:44]([OH:48])[CH:45]([CH3:47])[CH3:46]. Given the product [CH2:32]([C:31]1[C:26]([CH2:25][N:13]([CH2:12][C:9]2[CH:10]=[CH:11][C:6]([C:5]([OH:4])=[O:43])=[CH:7][CH:8]=2)[CH2:14][C:15]2[CH:24]=[CH:23][C:18]3[O:19][CH2:20][CH2:21][O:22][C:17]=3[CH:16]=2)=[N:27][C:28]([O:48][CH2:44][CH:45]([CH3:47])[CH3:46])=[N:29][C:30]=1[C:36]1[CH:41]=[CH:40][CH:39]=[CH:38][CH:37]=1)[CH2:33][CH2:34][CH3:35], predict the reactants needed to synthesize it. (5) Given the product [N:7]1[CH:2]=[CH:3][CH:4]=[CH:5][C:6]=1[C:1]([NH2:8])=[O:23], predict the reactants needed to synthesize it. The reactants are: [C:1]1([NH2:8])[CH:6]=[CH:5][CH:4]=[CH:3][C:2]=1[NH2:7].N1C=CC=CC=1.Cl.N1C=CC=CC=1C(Cl)=[O:23]. (6) The reactants are: [C:1]([O:5][C:6]([NH:8][CH:9](P(OC)(OC)=O)[C:10]([O:12][CH3:13])=[O:11])=[O:7])([CH3:4])([CH3:3])[CH3:2].[OH:20][C:21]1[CH:22]=[C:23]([CH:26]=[CH:27][CH:28]=1)[CH:24]=O.C1CCN2C(=NCCC2)CC1. Given the product [C:1]([O:5][C:6]([NH:8][C:9](=[CH:24][C:23]1[CH:26]=[CH:27][CH:28]=[C:21]([OH:20])[CH:22]=1)[C:10]([O:12][CH3:13])=[O:11])=[O:7])([CH3:2])([CH3:3])[CH3:4], predict the reactants needed to synthesize it. (7) Given the product [O:60]=[C:59]1[CH2:61][CH2:62][C:63](=[O:64])[N:58]1[O:5][C:6](=[O:40])[C@@H:7]([NH:13][C:14](=[O:39])[CH2:15][CH2:16][CH2:17][CH2:18][CH2:19][CH2:20][CH2:21][CH2:22][CH2:23][CH2:24][CH2:25][C:26]1[CH:27]=[CH:28][C:29]([C:32]([O:34][C:35]([CH3:38])([CH3:37])[CH3:36])=[O:33])=[CH:30][CH:31]=1)[CH2:8][CH2:9][C:10]([O:12][C:47]([CH3:49])([CH3:72])[CH3:48])=[O:11], predict the reactants needed to synthesize it. The reactants are: C([O:5][C:6](=[O:40])[C@@H:7]([NH:13][C:14](=[O:39])[CH2:15][CH2:16][CH2:17][CH2:18][CH2:19][CH2:20][CH2:21][CH2:22][CH2:23][CH2:24][CH2:25][C:26]1[CH:31]=[CH:30][C:29]([C:32]([O:34][C:35]([CH3:38])([CH3:37])[CH3:36])=[O:33])=[CH:28][CH:27]=1)[CH2:8][CH2:9][C:10]([OH:12])=[O:11])(C)(C)C.CCN([CH:47]([CH3:49])[CH3:48])C(C)C.CN(C(O[N:58]1[C:63](=[O:64])[CH2:62][CH2:61][C:59]1=[O:60])=[N+](C)C)C.F[P-](F)(F)(F)(F)F.[CH2:72]1COCC1. (8) Given the product [Cl:1][C:2]1[CH:3]=[C:4]([CH3:26])[C:5]([O:6][C:7]2[N:15]=[C:14]([CH3:16])[CH:13]=[C:12]([N:17]3[C@@H:18]([CH2:19][CH3:20])[CH2:21][O:30][C:31]3=[O:37])[C:8]=2[C:40]#[N:41])=[C:23]([CH3:25])[CH:24]=1, predict the reactants needed to synthesize it. The reactants are: [Cl:1][C:2]1[CH:24]=[C:23]([CH3:25])[C:5]([O:6][C:7]2[N:15]=[C:14]([CH3:16])[CH:13]=[C:12]([NH:17][CH:18]([CH2:21]O)[CH2:19][CH3:20])[C:8]=2C(O)=O)=[C:4]([CH3:26])[CH:3]=1.ClC(Cl)([O:30][C:31](=[O:37])OC(Cl)(Cl)Cl)Cl.C[CH2:40][N:41](CC)CC. (9) The reactants are: [CH3:1][C:2]([C:9]1[CH:14]=[CH:13][N+:12]([O-])=[CH:11][CH:10]=1)([CH3:8])[C:3]([O:5][CH2:6][CH3:7])=[O:4].[H][H]. Given the product [CH3:8][C:2]([C:9]1[CH:10]=[CH:11][N:12]=[CH:13][CH:14]=1)([CH3:1])[C:3]([O:5][CH2:6][CH3:7])=[O:4], predict the reactants needed to synthesize it. (10) Given the product [CH2:1]([C:8]1[CH:9]=[CH:10][C:11]2[O:15][C:14]([C:16]3[N:17]=[C:18]([CH3:24])[C:19]([CH2:20][N:26]4[CH2:29][CH:28]([C:30]([OH:32])=[O:31])[CH2:27]4)=[CH:22][CH:23]=3)=[CH:13][C:12]=2[CH:25]=1)[C:2]1[CH:3]=[CH:4][CH:5]=[CH:6][CH:7]=1, predict the reactants needed to synthesize it. The reactants are: [CH2:1]([C:8]1[CH:9]=[CH:10][C:11]2[O:15][C:14]([C:16]3[CH:23]=[CH:22][C:19]([CH:20]=O)=[C:18]([CH3:24])[N:17]=3)=[CH:13][C:12]=2[CH:25]=1)[C:2]1[CH:7]=[CH:6][CH:5]=[CH:4][CH:3]=1.[NH:26]1[CH2:29][CH:28]([C:30]([OH:32])=[O:31])[CH2:27]1.C(O)(=O)C.[Na].